This data is from Cav3 T-type calcium channel HTS with 100,875 compounds. The task is: Binary Classification. Given a drug SMILES string, predict its activity (active/inactive) in a high-throughput screening assay against a specified biological target. (1) The drug is S(=O)(=O)(Nc1c(OC)cccc1)c1c(ccc(c1)C)C. The result is 0 (inactive). (2) The result is 0 (inactive). The molecule is O(C(=O)Cn1c(=O)c2c(n(nc2)c2ccc(cc2)C)nc1)Cc1ccccc1.